This data is from Retrosynthesis with 50K atom-mapped reactions and 10 reaction types from USPTO. The task is: Predict the reactants needed to synthesize the given product. Given the product CC(C)(C)OC(=O)N1CCN(c2cc([N+](=O)[O-])cc(-c3ccnc(N(C(=O)OC(C)(C)C)C4CCCCC4)c3)n2)CC1, predict the reactants needed to synthesize it. The reactants are: CC(C)(C)OC(=O)N1CCN(c2cc([N+](=O)[O-])cc(-c3ccnc(NC4CCCCC4)c3)n2)CC1.CC(C)(C)OC(=O)OC(=O)OC(C)(C)C.